Dataset: Forward reaction prediction with 1.9M reactions from USPTO patents (1976-2016). Task: Predict the product of the given reaction. (1) Given the reactants C(O[C:5]([CH3:9])([C:7]#[CH:8])[CH3:6])(=O)C.C(N(CC)CC)C.[CH3:17][N:18]([CH3:22])[CH2:19][CH2:20][NH2:21], predict the reaction product. The product is: [CH3:17][N:18]([CH3:22])[CH2:19][CH2:20][NH:21][C:5]([CH3:6])([C:7]#[CH:8])[CH3:9]. (2) Given the reactants [N:1]1[CH:6]=[CH:5][CH:4]=[CH:3][C:2]=1[C:7]1[N:12]=[CH:11][N:10]=[C:9]([SH:13])[N:8]=1.[C:14](=O)([O-])[O-].[Na+].[Na+].IC, predict the reaction product. The product is: [CH3:14][S:13][C:9]1[N:8]=[C:7]([C:2]2[CH:3]=[CH:4][CH:5]=[CH:6][N:1]=2)[N:12]=[CH:11][N:10]=1. (3) Given the reactants [Cl:1][C:2]1[C:7](=[O:8])[N:6]([C:9]2[CH:10]=[C:11]([CH:19]=[CH:20][C:21]=2[CH3:22])[C:12]([NH:14][CH2:15][C:16](N)=[O:17])=[O:13])[CH:5]=[N:4][C:3]=1[O:23][CH2:24][C:25]1[CH:30]=[CH:29][C:28]([F:31])=[CH:27][C:26]=1[F:32].Cl.NC[C:36](N)=[O:37], predict the reaction product. The product is: [Cl:1][C:2]1[C:7](=[O:8])[N:6]([C:9]2[CH:10]=[C:11]([CH:19]=[CH:20][C:21]=2[CH3:22])[C:12]([NH:14][CH2:15][C@@H:16]([OH:17])[CH2:36][OH:37])=[O:13])[CH:5]=[N:4][C:3]=1[O:23][CH2:24][C:25]1[CH:30]=[CH:29][C:28]([F:31])=[CH:27][C:26]=1[F:32].